From a dataset of Full USPTO retrosynthesis dataset with 1.9M reactions from patents (1976-2016). Predict the reactants needed to synthesize the given product. (1) Given the product [Cl:28][C:29]1[C:38]2[C:33](=[CH:34][C:35]([S:39]([N:6]([CH2:5][C:4]3[CH:12]=[CH:13][C:14]([O:16][CH3:17])=[CH:15][C:3]=3[O:2][CH3:1])[C:7]3[S:8][CH:9]=[CH:10][N:11]=3)(=[O:41])=[O:40])=[CH:36][CH:37]=2)[CH:32]=[CH:31][N:30]=1, predict the reactants needed to synthesize it. The reactants are: [CH3:1][O:2][C:3]1[CH:15]=[C:14]([O:16][CH3:17])[CH:13]=[CH:12][C:4]=1[CH2:5][NH:6][C:7]1[S:8][CH:9]=[CH:10][N:11]=1.C[Si]([N-][Si](C)(C)C)(C)C.[Li+].[Cl:28][C:29]1[C:38]2[C:33](=[CH:34][C:35]([S:39](OC3C(F)=C(F)C(F)=C(F)C=3F)(=[O:41])=[O:40])=[CH:36][CH:37]=2)[CH:32]=[CH:31][N:30]=1. (2) Given the product [CH3:1]/[C:2](/[CH2:6][CH2:7][CH:8]=[C:9]([CH3:11])[CH3:10])=[CH:3]\[CH:4]=[O:5], predict the reactants needed to synthesize it. The reactants are: [CH3:1]/[C:2](/[CH2:6][CH2:7][CH:8]=[C:9]([CH3:11])[CH3:10])=[CH:3]\[CH2:4][OH:5].CC(C)[O-].[Al+3].CC(C)[O-].CC(C)[O-].[N+](C1C=CC=CC=1C=O)([O-])=O.Cl.